This data is from Reaction yield outcomes from USPTO patents with 853,638 reactions. The task is: Predict the reaction yield, written as a fraction of the theoretical maximum amount of product (1.0 means a 100% yield; for example, 0.34 means a 34% yield). (1) The reactants are [NH2:1][C:2]1[CH:3]=[C:4]([C:8]#[CH:9])[CH:5]=[CH:6][CH:7]=1.[F:10][C:11]([F:23])([F:22])[C:12]1[CH:13]=[C:14]([CH2:18][C:19](O)=[O:20])[CH:15]=[CH:16][CH:17]=1.CN(C(ON1N=NC2C=CC=CC1=2)=[N+](C)C)C.[B-](F)(F)(F)F.CCN(C(C)C)C(C)C. The catalyst is CN(C=O)C.C(OC(=O)C)C. The product is [C:8]([C:4]1[CH:3]=[C:2]([NH:1][C:19](=[O:20])[CH2:18][C:14]2[CH:15]=[CH:16][CH:17]=[C:12]([C:11]([F:22])([F:10])[F:23])[CH:13]=2)[CH:7]=[CH:6][CH:5]=1)#[CH:9]. The yield is 0.770. (2) The reactants are [CH:1]1(/[CH:6]=[CH:7]/[CH:8]=[O:9])[CH2:5][CH2:4][CH2:3][CH2:2]1.[N+](C1C=CC(C(O)=O)=CC=1)([O-])=O.C1(C)C=CC=CC=1.[NH:29]1[CH:33]=[C:32]([C:34]2[C:35]3[CH:42]=[CH:41][N:40]([CH2:43][O:44][CH2:45][CH2:46][Si:47]([CH3:50])([CH3:49])[CH3:48])[C:36]=3[N:37]=[CH:38][N:39]=2)[CH:31]=[N:30]1. No catalyst specified. The product is [CH:1]1([C@H:6]([N:29]2[CH:33]=[C:32]([C:34]3[C:35]4[CH:42]=[CH:41][N:40]([CH2:43][O:44][CH2:45][CH2:46][Si:47]([CH3:50])([CH3:49])[CH3:48])[C:36]=4[N:37]=[CH:38][N:39]=3)[CH:31]=[N:30]2)[CH2:7][CH:8]=[O:9])[CH2:5][CH2:4][CH2:3][CH2:2]1. The yield is 0.838. (3) The reactants are [N:1]1([C:7]2[CH:15]=[CH:14][C:13]([N+:16]([O-:18])=[O:17])=[CH:12][C:8]=2[C:9]([OH:11])=O)[CH2:6][CH2:5][O:4][CH2:3][CH2:2]1.FC(F)(F)C(O)=O.[F:26][C:27]([F:40])([F:39])[C:28]1[S:32][C:31]([N:33]2[CH2:38][CH2:37][NH:36][CH2:35][CH2:34]2)=[N:30][N:29]=1. No catalyst specified. The product is [N:1]1([C:7]2[CH:15]=[CH:14][C:13]([N+:16]([O-:18])=[O:17])=[CH:12][C:8]=2[C:9]([N:36]2[CH2:35][CH2:34][N:33]([C:31]3[S:32][C:28]([C:27]([F:39])([F:26])[F:40])=[N:29][N:30]=3)[CH2:38][CH2:37]2)=[O:11])[CH2:2][CH2:3][O:4][CH2:5][CH2:6]1. The yield is 0.340. (4) The reactants are Br[CH:2]1[C:11]2[C:6](=[CH:7][CH:8]=[C:9]([O:12][CH:13]([CH3:15])[CH3:14])[CH:10]=2)[C:5]([CH3:17])([CH3:16])[O:4][CH2:3]1.C(=O)([O-])[O-].[Cs+].[Cs+].[NH2:24][CH2:25][C@@H:26]([OH:45])[C@@H:27]([NH:37][C:38](=[O:44])[O:39][C:40]([CH3:43])([CH3:42])[CH3:41])[CH2:28][C:29]1[CH:34]=[C:33]([F:35])[CH:32]=[C:31]([F:36])[CH:30]=1. The catalyst is CN(C)C=O.C(OCC)(=O)C. The product is [F:35][C:33]1[CH:34]=[C:29]([CH:30]=[C:31]([F:36])[CH:32]=1)[CH2:28][C@H:27]([NH:37][C:38](=[O:44])[O:39][C:40]([CH3:43])([CH3:42])[CH3:41])[C@H:26]([OH:45])[CH2:25][NH:24][CH:2]1[C:11]2[C:6](=[CH:7][CH:8]=[C:9]([O:12][CH:13]([CH3:15])[CH3:14])[CH:10]=2)[C:5]([CH3:17])([CH3:16])[O:4][CH2:3]1. The yield is 0.470. (5) The reactants are Cl[C:2]1[N:10]=[C:9]2[C:5]([N:6]=[C:7]([CH2:12][CH2:13][N:14]3[CH2:17][CH:16]([C:18]([OH:21])([CH3:20])[CH3:19])[CH2:15]3)[N:8]2[CH3:11])=[C:4]([N:22]2[CH2:27][CH2:26][O:25][CH2:24][CH2:23]2)[N:3]=1.[CH2:28]([C:30]1[NH:31][C:32]2[CH:38]=[CH:37][CH:36]=[CH:35][C:33]=2[N:34]=1)[CH3:29].CC(C1C=C(C(C)C)C(C2C=CC=CC=2P(C2CCCCC2)C2CCCCC2)=C(C(C)C)C=1)C.C([O-])([O-])=O.[Cs+].[Cs+]. The catalyst is O1CCOCC1.C1C=CC(/C=C/C(/C=C/C2C=CC=CC=2)=O)=CC=1.C1C=CC(/C=C/C(/C=C/C2C=CC=CC=2)=O)=CC=1.C1C=CC(/C=C/C(/C=C/C2C=CC=CC=2)=O)=CC=1.[Pd].[Pd]. The product is [CH2:28]([C:30]1[N:31]([C:2]2[N:10]=[C:9]3[C:5]([N:6]=[C:7]([CH2:12][CH2:13][N:14]4[CH2:15][CH:16]([C:18]([OH:21])([CH3:20])[CH3:19])[CH2:17]4)[N:8]3[CH3:11])=[C:4]([N:22]3[CH2:23][CH2:24][O:25][CH2:26][CH2:27]3)[N:3]=2)[C:32]2[CH:38]=[CH:37][CH:36]=[CH:35][C:33]=2[N:34]=1)[CH3:29]. The yield is 0.350. (6) The reactants are C[O:2][C:3](=[O:21])[CH:4]([N:9]1[C:17]2[C:12](=[CH:13][C:14]([Cl:18])=[CH:15][CH:16]=2)[C:11](=[O:19])[C:10]1=[O:20])[CH2:5][CH:6]([CH3:8])[CH3:7].O.[OH-].[Li+]. The catalyst is O1CCCC1.O. The product is [Cl:18][C:14]1[CH:13]=[C:12]2[C:17](=[CH:16][CH:15]=1)[N:9]([CH:4]([CH2:5][CH:6]([CH3:7])[CH3:8])[C:3]([OH:21])=[O:2])[C:10](=[O:20])[C:11]2=[O:19]. The yield is 0.940. (7) The reactants are Br[C:2]1[CH:3]=[CH:4][C:5]2[O:9][C:8]([CH:10]([NH:17][C:18]3[CH:23]=[CH:22][C:21]([C:24]([N:26]([CH3:34])[CH2:27][CH2:28][C:29]([O:31][CH2:32][CH3:33])=[O:30])=[O:25])=[CH:20][CH:19]=3)[CH:11]3[CH2:16][CH2:15][CH2:14][CH2:13][CH2:12]3)=[C:7]([CH3:35])[C:6]=2[CH:36]=1.[CH3:37][N:38]1[CH:42]=[C:41](B2OC(C)(C)C(C)(C)O2)[CH:40]=[N:39]1.C(=O)([O-])[O-].[K+].[K+]. The catalyst is CN(C)C(=O)C. The product is [CH:11]1([CH:10]([NH:17][C:18]2[CH:19]=[CH:20][C:21]([C:24]([N:26]([CH3:34])[CH2:27][CH2:28][C:29]([O:31][CH2:32][CH3:33])=[O:30])=[O:25])=[CH:22][CH:23]=2)[C:8]2[O:9][C:5]3[CH:4]=[CH:3][C:2]([C:41]4[CH:40]=[N:39][N:38]([CH3:37])[CH:42]=4)=[CH:36][C:6]=3[C:7]=2[CH3:35])[CH2:16][CH2:15][CH2:14][CH2:13][CH2:12]1. The yield is 0.390. (8) The reactants are [Cl:1][C:2]1[CH:7]=[CH:6][C:5]([C:8](=[O:10])[CH3:9])=[CH:4][CH:3]=1. The catalyst is O1CCOB1OC(C1C=CC=CC=1)(C1C=CC=CC=1)[C@@H]1CCCN1.C1COCC1. The product is [Cl:1][C:2]1[CH:7]=[CH:6][C:5]([CH:8]([OH:10])[CH3:9])=[CH:4][CH:3]=1. The yield is 0.850.